From a dataset of Forward reaction prediction with 1.9M reactions from USPTO patents (1976-2016). Predict the product of the given reaction. Given the reactants [Br:1][C:2]1[C:3](=[O:30])[N:4]([CH2:19][C:20]2[CH:21]=[N:22][C:23](S(C)(=O)=O)=[N:24][CH:25]=2)[C:5]([CH3:18])=[CH:6][C:7]=1[O:8][CH2:9][C:10]1[CH:15]=[CH:14][C:13]([F:16])=[CH:12][C:11]=1[F:17].[CH3:31][NH2:32], predict the reaction product. The product is: [Br:1][C:2]1[C:3](=[O:30])[N:4]([CH2:19][C:20]2[CH:21]=[N:22][C:23]([NH:32][CH3:31])=[N:24][CH:25]=2)[C:5]([CH3:18])=[CH:6][C:7]=1[O:8][CH2:9][C:10]1[CH:15]=[CH:14][C:13]([F:16])=[CH:12][C:11]=1[F:17].